From a dataset of Forward reaction prediction with 1.9M reactions from USPTO patents (1976-2016). Predict the product of the given reaction. (1) Given the reactants [CH3:1][C:2]1[N:6]([CH2:7][C:8]23[CH2:17][CH:12]4[CH2:13][CH:14]([CH2:16][C:10]([O:18][CH2:19][CH2:20][O:21][CH2:22][CH2:23][O:24][CH2:25][CH2:26][OH:27])([CH2:11]4)[CH2:9]2)[CH2:15]3)[N:5]=[CH:4][CH:3]=1.[I:28]N1C(=O)CCC1=O, predict the reaction product. The product is: [I:28][C:3]1[CH:4]=[N:5][N:6]([CH2:7][C:8]23[CH2:17][CH:12]4[CH2:13][CH:14]([CH2:16][C:10]([O:18][CH2:19][CH2:20][O:21][CH2:22][CH2:23][O:24][CH2:25][CH2:26][OH:27])([CH2:11]4)[CH2:9]2)[CH2:15]3)[C:2]=1[CH3:1]. (2) Given the reactants [N:1]1([C:5]2[N:10]=[C:9]([OH:11])[CH:8]=[CH:7][CH:6]=2)[CH2:4][CH2:3][CH2:2]1.[CH3:12][O:13][C:14]([C@H:16]1[CH2:21][CH2:20][C@@H:19](OS(C)(=O)=O)[CH2:18][CH2:17]1)=[O:15], predict the reaction product. The product is: [CH3:12][O:13][C:14]([C@H:16]1[CH2:21][CH2:20][C@H:19]([O:11][C:9]2[CH:8]=[CH:7][CH:6]=[C:5]([N:1]3[CH2:4][CH2:3][CH2:2]3)[N:10]=2)[CH2:18][CH2:17]1)=[O:15]. (3) The product is: [C:1]([C@H:5]1[CH2:10][CH2:9][C@H:8]([O:11][C:12]2[CH:13]=[C:14]3[C:19](=[CH:20][CH:21]=2)[C:18]([CH2:22][N:24]2[CH2:29][CH2:28][CH:27]([C:30]([O:32][CH2:33][CH3:34])=[O:31])[CH2:26][CH2:25]2)=[CH:17][CH:16]=[CH:15]3)[CH2:7][CH2:6]1)([CH3:4])([CH3:3])[CH3:2]. Given the reactants [C:1]([C@H:5]1[CH2:10][CH2:9][C@H:8]([O:11][C:12]2[CH:13]=[C:14]3[C:19](=[CH:20][CH:21]=2)[C:18]([CH:22]=O)=[CH:17][CH:16]=[CH:15]3)[CH2:7][CH2:6]1)([CH3:4])([CH3:3])[CH3:2].[NH:24]1[CH2:29][CH2:28][CH:27]([C:30]([O:32][CH2:33][CH3:34])=[O:31])[CH2:26][CH2:25]1.CC(O)=O.[BH-](OC(C)=O)(OC(C)=O)OC(C)=O.[Na+].C([O-])(O)=O.[Na+], predict the reaction product. (4) Given the reactants [H-].[Na+].[Br:3][C:4]1[C:9]([CH3:10])=[CH:8][CH:7]=[CH:6][C:5]=1[NH:11][C:12](=[O:18])[CH2:13][C:14]([CH3:17])([CH3:16])[CH3:15].[CH3:19]I.O, predict the reaction product. The product is: [Br:3][C:4]1[C:9]([CH3:10])=[CH:8][CH:7]=[CH:6][C:5]=1[N:11]([CH3:19])[C:12](=[O:18])[CH2:13][C:14]([CH3:15])([CH3:17])[CH3:16]. (5) Given the reactants C[O:2][C:3]1[CH:20]=[C:19]([O:21][CH3:22])[CH:18]=[C:17]2[C:4]=1[C@@:5]1([CH3:26])[C@H:14]([CH2:15][O:16]2)[C@:13]2([CH3:23])[C@H:8]([C:9]([CH3:25])([CH3:24])[CH2:10][CH2:11][CH2:12]2)[CH2:7][CH2:6]1.CN1C(=O)CCC1, predict the reaction product. The product is: [CH3:22][O:21][C:19]1[CH:18]=[C:17]2[C:4]([C@@:5]3([CH3:26])[C@H:14]([CH2:15][O:16]2)[C@:13]2([CH3:23])[C@H:8]([C:9]([CH3:25])([CH3:24])[CH2:10][CH2:11][CH2:12]2)[CH2:7][CH2:6]3)=[C:3]([OH:2])[CH:20]=1. (6) Given the reactants C[O:2][C:3](=[O:14])[C:4]1[CH:9]=[C:8]([F:10])[C:7]([O:11][CH3:12])=[C:6]([Br:13])[CH:5]=1.[OH-].[Li+], predict the reaction product. The product is: [Br:13][C:6]1[CH:5]=[C:4]([CH:9]=[C:8]([F:10])[C:7]=1[O:11][CH3:12])[C:3]([OH:14])=[O:2].